Dataset: Forward reaction prediction with 1.9M reactions from USPTO patents (1976-2016). Task: Predict the product of the given reaction. (1) Given the reactants [Cl:1][C:2]1[N:7]=[C:6](Cl)[C:5]([NH2:9])=[CH:4][N:3]=1.Cl.[NH:11]1[CH2:16][CH2:15][O:14][CH2:13][CH:12]1[C:17](O)=[O:18].C(N(CC)C(C)C)(C)C.O, predict the reaction product. The product is: [Cl:1][C:2]1[N:3]=[CH:4][C:5]2[NH:9][C:17](=[O:18])[CH:12]3[CH2:13][O:14][CH2:15][CH2:16][N:11]3[C:6]=2[N:7]=1. (2) Given the reactants [N:1](C(OC(C)C)=O)=NC(OC(C)C)=O.[C:32]1(P([C:28]2[CH:33]=[CH:32][CH:31]=CC=2)[C:32]2[CH:31]=CC=[CH:28][CH:33]=2)[CH:31]=CC=[CH:28][CH:33]=1.[OH:34][C:35]1[CH:36]=[N:37][CH:38]=[CH:39][CH:40]=1.[C:41]([OH:48])(=[O:47])/[CH:42]=[CH:43]/[C:44]([OH:46])=[O:45], predict the reaction product. The product is: [C:41]([OH:48])(=[O:47])/[CH:42]=[CH:43]/[C:44]([OH:46])=[O:45].[N:1]1([C:32]2([CH2:31][O:34][C:35]3[CH:36]=[N:37][CH:38]=[CH:39][CH:40]=3)[CH2:33][CH2:28]2)[CH2:44][CH2:43][CH2:42][CH2:41]1. (3) Given the reactants [CH3:1][O:2][C:3](=[O:22])[CH2:4][O:5][C:6]1[CH:11]=[CH:10][C:9]([CH2:12][NH:13]C(OC(C)(C)C)=O)=[C:8]([F:21])[CH:7]=1, predict the reaction product. The product is: [CH3:1][O:2][C:3](=[O:22])[CH2:4][O:5][C:6]1[CH:11]=[CH:10][C:9]([CH2:12][NH2:13])=[C:8]([F:21])[CH:7]=1. (4) Given the reactants [CH:1]1([O:5][C:6]2[C:15](B3OC(C)(C)C(C)(C)O3)=[CH:14][CH:13]=[C:12]3[C:7]=2[CH2:8][CH2:9][C@H:10]([CH3:29])[N:11]3[C:25]([O:27][CH3:28])=[O:26])[CH2:4][CH2:3][CH2:2]1.Br[C:31]1[N:32]=[C:33]([CH:36]2[CH2:41][CH2:40][N:39]([C:42]([O:44][C:45]([CH3:48])([CH3:47])[CH3:46])=[O:43])[CH2:38][CH2:37]2)[NH:34][CH:35]=1.C(=O)([O-])[O-].[Na+].[Na+], predict the reaction product. The product is: [C:45]([O:44][C:42]([N:39]1[CH2:38][CH2:37][CH:36]([C:33]2[NH:34][CH:35]=[C:31]([C:15]3[C:6]([O:5][CH:1]4[CH2:4][CH2:3][CH2:2]4)=[C:7]4[C:12](=[CH:13][CH:14]=3)[N:11]([C:25]([O:27][CH3:28])=[O:26])[C@@H:10]([CH3:29])[CH2:9][CH2:8]4)[N:32]=2)[CH2:41][CH2:40]1)=[O:43])([CH3:48])([CH3:46])[CH3:47]. (5) Given the reactants [Cl:1][C:2]1[CH:3]=[C:4]([CH:22](O)[CH3:23])[C:5]2[O:11][CH2:10][CH2:9][N:8]([C:12]([O:14][C:15]([CH3:18])([CH3:17])[CH3:16])=[O:13])[CH2:7][C:6]=2[C:19]=1[C:20]#[N:21].CN(C)C=O.S(Cl)([Cl:32])=O.O, predict the reaction product. The product is: [Cl:1][C:2]1[CH:3]=[C:4]([CH:22]([Cl:32])[CH3:23])[C:5]2[O:11][CH2:10][CH2:9][N:8]([C:12]([O:14][C:15]([CH3:18])([CH3:17])[CH3:16])=[O:13])[CH2:7][C:6]=2[C:19]=1[C:20]#[N:21]. (6) Given the reactants [Sn](Cl)(Cl)(Cl)Cl.[Sn](Br)(Br)(Br)Br.[Sn](I)(I)(I)I.[Cl-].[Ce+3].[Cl-].[Cl-].[Sb](Cl)(Cl)Cl.[Cl-].[Cl-].[Ga+2].[Cl-].[Cl-].[Cl-].[Al+3].[CH2:31]=[CH:32][CH2:33][CH2:34][CH2:35][CH2:36][CH2:37][CH3:38], predict the reaction product. The product is: [CH3:31][CH2:32][CH2:33][CH2:34][CH2:35][CH2:36][CH:37]=[CH:38][CH2:31][CH2:32][CH2:33][CH2:34][CH2:35][CH3:36].[CH2:31]=[CH2:32]. (7) Given the reactants [OH:1][C:2]1[CH:19]=[CH:18][C:5]2[CH:6]=[C:7]([C:10]3[CH:15]=[CH:14][C:13]([O:16]C)=[CH:12][CH:11]=3)[CH2:8][O:9][C:4]=2[CH:3]=1.[N+](CCCC)(CCCC)(CCCC)CCCC.[I-].B(Cl)(Cl)Cl, predict the reaction product. The product is: [CH:11]1[C:10]([C@H:7]2[CH2:8][O:9][C:4]3[CH:3]=[C:2]([OH:1])[CH:19]=[CH:18][C:5]=3[CH2:6]2)=[CH:15][CH:14]=[C:13]([OH:16])[CH:12]=1.